This data is from Full USPTO retrosynthesis dataset with 1.9M reactions from patents (1976-2016). The task is: Predict the reactants needed to synthesize the given product. (1) Given the product [CH3:26][O:1][C:2]1[CH:7]=[CH:6][C:5]([C:8]([C:11]2[CH:16]=[CH:15][C:14]([O:23][CH3:20])=[C:13]([Br:18])[CH:12]=2)([CH3:10])[CH3:9])=[CH:4][C:3]=1[Br:19], predict the reactants needed to synthesize it. The reactants are: [OH:1][C:2]1[CH:7]=[CH:6][C:5]([C:8]([C:11]2[CH:16]=[CH:15][C:14](O)=[C:13]([Br:18])[CH:12]=2)([CH3:10])[CH3:9])=[CH:4][C:3]=1[Br:19].[C:20](=[O:23])([O-])[O-].[K+].[K+].[CH3:26]I. (2) Given the product [F:1][C@H:2]1[C@H:6]([F:7])[CH2:5][N:4]([C:8]2[CH:13]=[CH:12][N:11]=[C:10]([C:14]3[C:18]4[C:19]([NH:23][CH:24]([CH3:26])[CH3:25])=[N:20][CH:21]=[CH:22][C:17]=4[NH:16][N:15]=3)[CH:9]=2)[CH2:3]1, predict the reactants needed to synthesize it. The reactants are: [F:1][C@H:2]1[C@H:6]([F:7])[CH2:5][N:4]([C:8]2[CH:13]=[CH:12][N:11]=[C:10]([C:14]3[C:18]4[C:19]([NH:23][CH:24]([CH3:26])[CH3:25])=[N:20][CH:21]=[CH:22][C:17]=4[N:16](CC4C=CC(OC)=CC=4)[N:15]=3)[CH:9]=2)[CH2:3]1.ClC1C=CN=C(C2C3C(NC(C)C)=NC=CC=3N(CC3C=CC(OC)=CC=3)N=2)C=1.Cl.F[C@H]1[C@H](F)CNC1.CC1(C)C2C(=C(P(C3C=CC=CC=3)C3C=CC=CC=3)C=CC=2)OC2C(P(C3C=CC=CC=3)C3C=CC=CC=3)=CC=CC1=2.C(=O)([O-])[O-].[Cs+].[Cs+]. (3) Given the product [OH:8][C:9]1[CH:10]=[C:11]([CH2:23][CH2:24][C:25]2[CH:26]=[C:27]([CH:31]=[CH:32][CH:33]=2)[C:28]([NH2:30])=[O:29])[CH:12]=[CH:13][C:14]=1[N:15]1[CH2:19][C:18](=[O:20])[NH:17][S:16]1(=[O:22])=[O:21], predict the reactants needed to synthesize it. The reactants are: C([O:8][C:9]1[CH:10]=[C:11]([CH:23]=[CH:24][C:25]2[CH:26]=[C:27]([CH:31]=[CH:32][CH:33]=2)[C:28]([NH2:30])=[O:29])[CH:12]=[CH:13][C:14]=1[N:15]1[CH2:19][C:18](=[O:20])[NH:17][S:16]1(=[O:22])=[O:21])C1C=CC=CC=1. (4) Given the product [CH2:1]([C:6]1[CH:7]=[CH:8][C:9]([O:12][C:15](=[O:16])[N:14]([CH3:13])[C:18]2[CH:23]=[CH:22][CH:21]=[CH:20][CH:19]=2)=[CH:10][CH:11]=1)[CH2:2][CH2:3][CH2:4][CH3:5], predict the reactants needed to synthesize it. The reactants are: [CH2:1]([C:6]1[CH:11]=[CH:10][C:9]([OH:12])=[CH:8][CH:7]=1)[CH2:2][CH2:3][CH2:4][CH3:5].[CH3:13][N:14]([C:18]1[CH:23]=[CH:22][CH:21]=[CH:20][CH:19]=1)[C:15](Cl)=[O:16]. (5) Given the product [C:1]([O:5][C:6]([NH:8][C:9]1[S:13][C:12]([C:14]2[C:15]([F:21])=[CH:16][CH:17]=[CH:18][C:19]=2[F:20])=[N:11][C:10]=1[C:22]([NH:33][C:34]1[CH:35]=[N:36][C:37]2[C:42]([C:43]=1[N:44]1[CH2:49][CH2:48][CH2:47][C@H:46]([NH:50][C:51](=[O:57])[O:52][C:53]([CH3:55])([CH3:54])[CH3:56])[CH2:45]1)=[CH:41][CH:40]=[CH:39][CH:38]=2)=[O:24])=[O:7])([CH3:3])([CH3:4])[CH3:2], predict the reactants needed to synthesize it. The reactants are: [C:1]([O:5][C:6]([NH:8][C:9]1[S:13][C:12]([C:14]2[C:19]([F:20])=[CH:18][CH:17]=[CH:16][C:15]=2[F:21])=[N:11][C:10]=1[C:22]([OH:24])=O)=[O:7])([CH3:4])([CH3:3])[CH3:2].ClC(N(C)C)=C(C)C.[NH2:33][C:34]1[CH:35]=[N:36][C:37]2[C:42]([C:43]=1[N:44]1[CH2:49][CH2:48][CH2:47][C@H:46]([NH:50][C:51](=[O:57])[O:52][C:53]([CH3:56])([CH3:55])[CH3:54])[CH2:45]1)=[CH:41][CH:40]=[CH:39][CH:38]=2.N1C=CC=CC=1. (6) Given the product [NH2:24][C:6]1[C:5]2[C:4]3[C:12](=[C:13]([NH:15][C:16](=[O:23])[C:17]4[CH:22]=[CH:21][CH:20]=[N:19][C:18]=4[CH3:31])[CH:14]=[C:2]([Cl:1])[CH:3]=3)[NH:11][C:10]=2[CH:9]=[N:8][CH:7]=1, predict the reactants needed to synthesize it. The reactants are: [Cl:1][C:2]1[CH:3]=[C:4]2[C:12](=[C:13]([NH:15][C:16](=[O:23])[C:17]3[CH:22]=[CH:21][CH:20]=[N:19][CH:18]=3)[CH:14]=1)[NH:11][C:10]1[CH:9]=[N:8][CH:7]=[C:6]([NH:24]C(=O)C(F)(F)F)[C:5]2=1.[C:31]([O-])([O-])=O.[K+].[K+].O.